From a dataset of Peptide-MHC class I binding affinity with 185,985 pairs from IEDB/IMGT. Regression. Given a peptide amino acid sequence and an MHC pseudo amino acid sequence, predict their binding affinity value. This is MHC class I binding data. (1) The peptide sequence is ALYRRIQRR. The MHC is HLA-B51:01 with pseudo-sequence HLA-B51:01. The binding affinity (normalized) is 0. (2) The peptide sequence is GVIAAFAEGH. The MHC is HLA-A02:03 with pseudo-sequence HLA-A02:03. The binding affinity (normalized) is 0. (3) The peptide sequence is LQLKGMSYSM. The MHC is HLA-B08:01 with pseudo-sequence HLA-B08:01. The binding affinity (normalized) is 0.607.